From a dataset of Experimentally validated miRNA-target interactions with 360,000+ pairs, plus equal number of negative samples. Binary Classification. Given a miRNA mature sequence and a target amino acid sequence, predict their likelihood of interaction. (1) The miRNA is hsa-miR-486-3p with sequence CGGGGCAGCUCAGUACAGGAU. The protein sequence of the target gene is MRDPGAAAPLSSLGLCALVLALLGALSAGAGAQPYHGEKGISVPDHGFCQPISIPLCTDIAYNQTILPNLLGHTNQEDAGLEVHQFYPLVKVQCSPELRFFLCSMYAPVCTVLDQAIPPCRSLCERARQGCEALMNKFGFQWPERLRCENFPVHGAGEICVGQNTSDGSGGPGGGPTAYPTAPYLPDLPFTALPPGASDGRGRPAFPFSCPRQLKVPPYLGYRFLGERDCGAPCEPGRANGLMYFKEEERRFARLWVGVWSVLCCASTLFTVLTYLVDMRRFSYPERPIIFLSGCYFMVA.... Result: 1 (interaction). (2) The miRNA is hsa-miR-506-5p with sequence UAUUCAGGAAGGUGUUACUUAA. The protein sequence of the target gene is MAAASEPVDSGALWGLERPEPPPTRFHRVHGANIRVDPSGTRATRVESFAHGVCFSREPLAPGQVFLVEIEEKELGWCGHLRLGLTALDPASLAPVPEFSLPDLVNLGHTWVFAITRHHNRVPREGRPEAEAAAPSRPPTLLVEPYLRIEQFRIPRDRLVGRSRPGLYSHLLDQLYELNVLPPTARRSRLGVLFCPRPDGTADMHIIINGEDMGPSARGLPAAQPLYAVVDVFASTKSVRLVQLEYGLPSLQTLCRLVIQRSMVHRLAIDGLHLPKELKDFCKYE. Result: 0 (no interaction). (3) The miRNA is hsa-miR-4475 with sequence CAAGGGACCAAGCAUUCAUUAU. The protein sequence of the target gene is MATSGAASAELVIGWCIFGLLLLAILAFCWIYVRKYQSRRESEVVSTITAIFSLAIALITSALLPVDIFLVSYMKNQNGTFKDWANANVSRQIEDTVLYGYYTLYSVILFCVFFWIPFVYFYYEEKDDDDTSKCTQIKTALKYTLGFVVICALLLLVGAFVPLNVPNNKNSTEWEKVKSLFEELGSSHGLAALSFSISSLTLIGMLAAITYTAYGMSALPLNLIKGTRSAAYERLENTEDIEEVEQHIQTIKSKSKDGRPLPARDKRALKQFEERLRTLKKRERHLEFIENSWWTKFCGA.... Result: 0 (no interaction). (4) The miRNA is hsa-miR-5682 with sequence GUAGCACCUUGCAGGAUAAGGU. The protein sequence of the target gene is MGVLASALCWLLCVWLPWGEQAAESLRVQRLGERVVDSGRSGARGMRNVKGMRNGPAQTRVSSSSSHQEATLAMGDKATVVGGQQAEAPDSVAMSSWERRLHRAKCAPSYLFSCFNGGECVHPAFCDCRRFNATGPRCQMVYNAGPERDSICRAWGQHHVETFDGLYYYLSGKGSYTLVGRHEPEGQSFSIQVHNDPQCGSSPYTCSRAVSLFFVGEQEIHLAKEVTHGGMRVQLPHVMGSARLQQLAGYVIVRHQSAFTLAWDGASAVYIKMSPELLGWTHGLCGNNNADPKDDLVTSS.... Result: 0 (no interaction). (5) The miRNA is hsa-miR-208b-5p with sequence AAGCUUUUUGCUCGAAUUAUGU. The protein sequence of the target gene is MASPGCLWLLAVALLPWTCASRALQHLDPPAPLPLVIWHGMGDSCCNPLSMGAIKKMVEKKIPGIYVLSLEIGKTLMEDVENSFFLNVNSQVTTVCQALAKDPKLQQGYNAMGFSQGGQFLRAVAQRCPSPPMINLISVGGQHQGVFGLPRCPGESSHICDFIRKTLNAGAYSKVVQERLVQAEYWHDPIKEDVYRNHSIFLADINQERGINESYKKNLMALKKFVMVKFLNDSIVDPVDSEWFGFYRSGQAKETIPLQETSLYTQDRLGLKEMDNAGQLVFLATEGDHLQLSEEWFYAH.... Result: 1 (interaction).